From a dataset of Reaction yield outcomes from USPTO patents with 853,638 reactions. Predict the reaction yield, written as a fraction of the theoretical maximum amount of product (1.0 means a 100% yield; for example, 0.34 means a 34% yield). (1) The reactants are C([O:5][C:6](=[O:26])[CH:7]([CH2:17][C:18]1[CH:23]=[CH:22][C:21]([Br:24])=[CH:20][C:19]=1[F:25])[CH2:8][NH:9][C:10]([O:12][C:13]([CH3:16])([CH3:15])[CH3:14])=[O:11])(C)(C)C. The catalyst is C1COCC1.CO.O. The product is [Br:24][C:21]1[CH:22]=[CH:23][C:18]([CH2:17][CH:7]([CH2:8][NH:9][C:10]([O:12][C:13]([CH3:15])([CH3:16])[CH3:14])=[O:11])[C:6]([OH:26])=[O:5])=[C:19]([F:25])[CH:20]=1. The yield is 0.880. (2) The reactants are S(Cl)(Cl)=O.[C:5]([O:8][CH2:9][C:10]([CH3:40])([CH3:39])[CH2:11][N:12]1[C:18]2[CH:19]=[CH:20][C:21]([Cl:23])=[CH:22][C:17]=2[C@@H:16]([C:24]2[CH:29]=[CH:28][CH:27]=[C:26]([O:30][CH3:31])[C:25]=2[O:32][CH3:33])[O:15][C@H:14]([CH2:34][C:35](O)=[O:36])[C:13]1=[O:38])(=[O:7])[CH3:6].[NH2:41][C:42]1[CH:43]=[C:44]([CH2:49][CH2:50][C:51]([O:53][CH3:54])=[O:52])[CH:45]=[CH:46][C:47]=1[Cl:48].C(N(CC)CC)C. The catalyst is O1CCCC1.C(OCC)(=O)C.CN(C)C=O. The product is [Cl:48][C:47]1[CH:46]=[CH:45][C:44]([CH2:49][CH2:50][C:51]([O:53][CH3:54])=[O:52])=[CH:43][C:42]=1[NH:41][C:35](=[O:36])[CH2:34][C@H:14]1[O:15][C@H:16]([C:24]2[CH:29]=[CH:28][CH:27]=[C:26]([O:30][CH3:31])[C:25]=2[O:32][CH3:33])[C:17]2[CH:22]=[C:21]([Cl:23])[CH:20]=[CH:19][C:18]=2[N:12]([CH2:11][C:10]([CH3:39])([CH3:40])[CH2:9][O:8][C:5](=[O:7])[CH3:6])[C:13]1=[O:38]. The yield is 0.570. (3) The reactants are BrB(Br)Br.[Cl:5][C:6]1[C:16]([O:17]C)=[CH:15][C:9]([C:10]([O:12]CC)=[O:11])=[CH:8][C:7]=1[O:19]C.O. The catalyst is C(Cl)Cl. The product is [Cl:5][C:6]1[C:16]([OH:17])=[CH:15][C:9]([C:10]([OH:12])=[O:11])=[CH:8][C:7]=1[OH:19]. The yield is 0.780. (4) The reactants are [NH2:1][CH2:2][CH2:3][NH:4][C:5](=[O:11])[O:6][C:7]([CH3:10])([CH3:9])[CH3:8].Cl[C:13]1[N:18]=[C:17]([O:19][CH3:20])[C:16]([N+:21]([O-:23])=[O:22])=[C:15]([O:24][CH3:25])[N:14]=1.C(N(CC)CC)C. The catalyst is C(O)C. The product is [CH3:20][O:19][C:17]1[C:16]([N+:21]([O-:23])=[O:22])=[C:15]([O:24][CH3:25])[N:14]=[C:13]([NH:1][CH2:2][CH2:3][NH:4][C:5](=[O:11])[O:6][C:7]([CH3:8])([CH3:10])[CH3:9])[N:18]=1. The yield is 0.790. (5) The reactants are Cl[C:2]1[CH:3]=[C:4]([C:10]2([C:21]3[CH:26]=[CH:25][CH:24]=[C:23]([C:27]4[CH:28]=[N:29][CH:30]=[N:31][CH:32]=4)[CH:22]=3)[C:18]3[C:13](=[C:14]([F:19])[CH:15]=[CH:16][CH:17]=3)[C:12]([NH2:20])=[N:11]2)[CH:5]=[CH:6][C:7]=1[O:8][CH3:9].C1(P(C2CCCCC2)C2C=CC=CC=2C2C(OC)=CC=CC=2OC)CCCCC1.[CH3:62][N:63](C=O)C. The catalyst is [C-]#N.[Zn+2].[C-]#N.C1C=CC(/C=C/C(/C=C/C2C=CC=CC=2)=O)=CC=1.C1C=CC(/C=C/C(/C=C/C2C=CC=CC=2)=O)=CC=1.C1C=CC(/C=C/C(/C=C/C2C=CC=CC=2)=O)=CC=1.[Pd].[Pd].O. The product is [NH2:20][C:12]1[C:13]2[C:18](=[CH:17][CH:16]=[CH:15][C:14]=2[F:19])[C:10]([C:4]2[CH:5]=[CH:6][C:7]([O:8][CH3:9])=[C:2]([CH:3]=2)[C:62]#[N:63])([C:21]2[CH:26]=[CH:25][CH:24]=[C:23]([C:27]3[CH:28]=[N:29][CH:30]=[N:31][CH:32]=3)[CH:22]=2)[N:11]=1. The yield is 0.450.